Dataset: Peptide-MHC class I binding affinity with 185,985 pairs from IEDB/IMGT. Task: Regression. Given a peptide amino acid sequence and an MHC pseudo amino acid sequence, predict their binding affinity value. This is MHC class I binding data. (1) The peptide sequence is IYTTNDNNY. The MHC is HLA-A69:01 with pseudo-sequence HLA-A69:01. The binding affinity (normalized) is 0.0847. (2) The MHC is HLA-A30:02 with pseudo-sequence HLA-A30:02. The peptide sequence is RGWGNGCGLF. The binding affinity (normalized) is 0.747. (3) The peptide sequence is MAMGILHTI. The MHC is HLA-C07:01 with pseudo-sequence HLA-C07:01. The binding affinity (normalized) is 0.308. (4) The peptide sequence is WLGDVWQEK. The MHC is HLA-A02:11 with pseudo-sequence HLA-A02:11. The binding affinity (normalized) is 0.699.